This data is from NCI-60 drug combinations with 297,098 pairs across 59 cell lines. The task is: Regression. Given two drug SMILES strings and cell line genomic features, predict the synergy score measuring deviation from expected non-interaction effect. (1) Drug 1: C1=CC=C(C(=C1)C(C2=CC=C(C=C2)Cl)C(Cl)Cl)Cl. Drug 2: CN(CCCl)CCCl.Cl. Cell line: KM12. Synergy scores: CSS=21.0, Synergy_ZIP=-12.0, Synergy_Bliss=-3.88, Synergy_Loewe=-19.0, Synergy_HSA=-0.929. (2) Synergy scores: CSS=14.0, Synergy_ZIP=-3.70, Synergy_Bliss=0.164, Synergy_Loewe=-11.9, Synergy_HSA=-0.283. Cell line: MCF7. Drug 2: CCC1(C2=C(COC1=O)C(=O)N3CC4=CC5=C(C=CC(=C5CN(C)C)O)N=C4C3=C2)O.Cl. Drug 1: C1=CC(=CC=C1C#N)C(C2=CC=C(C=C2)C#N)N3C=NC=N3. (3) Drug 1: C1=C(C(=O)NC(=O)N1)N(CCCl)CCCl. Drug 2: N.N.Cl[Pt+2]Cl. Cell line: MDA-MB-435. Synergy scores: CSS=-3.43, Synergy_ZIP=1.57, Synergy_Bliss=2.44, Synergy_Loewe=-2.75, Synergy_HSA=-2.01.